Dataset: Peptide-MHC class I binding affinity with 185,985 pairs from IEDB/IMGT. Task: Regression. Given a peptide amino acid sequence and an MHC pseudo amino acid sequence, predict their binding affinity value. This is MHC class I binding data. (1) The peptide sequence is GRDHVRVTL. The MHC is HLA-B35:01 with pseudo-sequence HLA-B35:01. The binding affinity (normalized) is 0.0847. (2) The peptide sequence is WGKEAVNHF. The MHC is HLA-B39:01 with pseudo-sequence YYSEYRNICTNTDESNLYLRYNFYTWAVLTYTWY. The binding affinity (normalized) is 0.0847. (3) The peptide sequence is STPPLVRLVFN. The MHC is Mamu-B08 with pseudo-sequence Mamu-B08. The binding affinity (normalized) is 0.